From a dataset of Peptide-MHC class II binding affinity with 134,281 pairs from IEDB. Regression. Given a peptide amino acid sequence and an MHC pseudo amino acid sequence, predict their binding affinity value. This is MHC class II binding data. The peptide sequence is GAMAKKGDEQKLRSA. The MHC is HLA-DQA10301-DQB10302 with pseudo-sequence HLA-DQA10301-DQB10302. The binding affinity (normalized) is 0.0849.